This data is from CYP2C9 inhibition data for predicting drug metabolism from PubChem BioAssay. The task is: Regression/Classification. Given a drug SMILES string, predict its absorption, distribution, metabolism, or excretion properties. Task type varies by dataset: regression for continuous measurements (e.g., permeability, clearance, half-life) or binary classification for categorical outcomes (e.g., BBB penetration, CYP inhibition). Dataset: cyp2c9_veith. (1) The drug is CC(C)Oc1cccc(C(=O)NC(=S)N2CCN(c3ccc(C(F)(F)F)cc3[N+](=O)[O-])CC2)c1. The result is 1 (inhibitor). (2) The result is 0 (non-inhibitor). The molecule is COc1ccccc1-c1nc(NCc2cnc(C)cn2)c2ccccc2n1.